From a dataset of Peptide-MHC class II binding affinity with 134,281 pairs from IEDB. Regression. Given a peptide amino acid sequence and an MHC pseudo amino acid sequence, predict their binding affinity value. This is MHC class II binding data. (1) The peptide sequence is AAFNNAIKAGTGGAY. The MHC is DRB3_0101 with pseudo-sequence DRB3_0101. The binding affinity (normalized) is 0.0973. (2) The peptide sequence is LSLAVSSAVPTSWVP. The MHC is HLA-DQA10201-DQB10301 with pseudo-sequence HLA-DQA10201-DQB10301. The binding affinity (normalized) is 0.763. (3) The binding affinity (normalized) is 0.332. The MHC is H-2-IAb with pseudo-sequence H-2-IAb. The peptide sequence is ASYFAADRILPELTE. (4) The peptide sequence is VRPIDDRFGLALSHL. The MHC is HLA-DQA10201-DQB10301 with pseudo-sequence HLA-DQA10201-DQB10301. The binding affinity (normalized) is 0.411. (5) The peptide sequence is YMDVISRRDQRGSGQ. The MHC is DRB1_0301 with pseudo-sequence DRB1_0301. The binding affinity (normalized) is 0.509. (6) The peptide sequence is ADSEITETYKEGDAV. The MHC is DRB1_0802 with pseudo-sequence DRB1_0802. The binding affinity (normalized) is 0. (7) The peptide sequence is LIGPTPVNIIGRNLLTQLGC. The MHC is DRB1_0802 with pseudo-sequence DRB1_0802. The binding affinity (normalized) is 0.343.